This data is from Forward reaction prediction with 1.9M reactions from USPTO patents (1976-2016). The task is: Predict the product of the given reaction. (1) Given the reactants [NH2:1][C:2]1[CH:7]=[CH:6][CH:5]=[CH:4][C:3]=1[C:8]1[NH:9][C:10]2[C:15]([CH:16]=1)=[CH:14][CH:13]=[CH:12][CH:11]=2.[OH:17][C:18]1[CH:23]=[CH:22][C:21]([CH2:24][C:25](O)=[O:26])=[CH:20][CH:19]=1.Cl.CN(CCCN=C=NCC)C, predict the reaction product. The product is: [OH:17][C:18]1[CH:23]=[CH:22][C:21]([CH2:24][C:25]([NH:1][C:2]2[CH:7]=[CH:6][CH:5]=[CH:4][C:3]=2[C:8]2[NH:9][C:10]3[C:15]([CH:16]=2)=[CH:14][CH:13]=[CH:12][CH:11]=3)=[O:26])=[CH:20][CH:19]=1. (2) Given the reactants N#N.[NH:3]1[C:7]2[CH:8]=[CH:9][CH:10]=[CH:11][C:6]=2[N:5]=[C:4]1[C@H:12]([NH:22][C:23](=[O:38])[NH:24][C@H:25]1[CH2:30][CH2:29][CH2:28][N:27](C(OC(C)(C)C)=O)[CH2:26]1)[CH2:13][C:14]1[CH:19]=[CH:18][C:17]([O:20][CH3:21])=[CH:16][CH:15]=1.FC(F)(F)S(O[Si](C(C)(C)C)(C)C)(=O)=O, predict the reaction product. The product is: [NH:3]1[C:7]2[CH:8]=[CH:9][CH:10]=[CH:11][C:6]=2[N:5]=[C:4]1[C@H:12]([NH:22][C:23]([NH:24][C@H:25]1[CH2:30][CH2:29][CH2:28][NH:27][CH2:26]1)=[O:38])[CH2:13][C:14]1[CH:15]=[CH:16][C:17]([O:20][CH3:21])=[CH:18][CH:19]=1. (3) Given the reactants [CH2:1]([N:3]([CH:16]1[CH2:21][CH2:20][O:19][CH2:18][CH2:17]1)[C:4]1[N:11]=[CH:10][C:9]([C:12]([F:15])([F:14])[F:13])=[CH:8][C:5]=1[CH:6]=[O:7])[CH3:2].[BH4-].[Na+], predict the reaction product. The product is: [CH2:1]([N:3]([CH:16]1[CH2:17][CH2:18][O:19][CH2:20][CH2:21]1)[C:4]1[C:5]([CH2:6][OH:7])=[CH:8][C:9]([C:12]([F:15])([F:14])[F:13])=[CH:10][N:11]=1)[CH3:2]. (4) Given the reactants [CH3:1][C@H:2]1[O:7][C@@H:6]([CH3:8])[CH2:5][N:4]([C:9]2[CH:16]=[CH:15][C:14]([I:17])=[CH:13][C:10]=2[CH:11]=O)[CH2:3]1.[NH:18]1[C:25](=[O:26])[CH2:24][C:22](=[O:23])[NH:21][C:19]1=[O:20], predict the reaction product. The product is: [I:17][C:14]1[CH:13]=[C:10]2[C:9](=[CH:16][CH:15]=1)[N:4]1[CH2:5][C@@H:6]([CH3:8])[O:7][C@@H:2]([CH3:1])[C@@H:3]1[C:24]1([C:22](=[O:23])[NH:21][C:19](=[O:20])[NH:18][C:25]1=[O:26])[CH2:11]2. (5) Given the reactants [Cl:1][C:2]1[CH:8]=[C:7]([O:9][C:10]2[C:19]3[C:14](=[CH:15][C:16]([O:22][CH3:23])=[C:17]([O:20][CH3:21])[CH:18]=3)[N:13]=[CH:12][N:11]=2)[CH:6]=[CH:5][C:3]=1[NH2:4].[F:24][C:25]1[CH:30]=[CH:29][C:28]([N:31]=[C:32]=[O:33])=[CH:27][CH:26]=1, predict the reaction product. The product is: [Cl:1][C:2]1[CH:8]=[C:7]([O:9][C:10]2[C:19]3[C:14](=[CH:15][C:16]([O:22][CH3:23])=[C:17]([O:20][CH3:21])[CH:18]=3)[N:13]=[CH:12][N:11]=2)[CH:6]=[CH:5][C:3]=1[NH:4][C:32]([NH:31][C:28]1[CH:29]=[CH:30][C:25]([F:24])=[CH:26][CH:27]=1)=[O:33]. (6) Given the reactants CC1([C:7]([OH:9])=O)CC(=C)C1.CC[N:12](CC)CC.[N-]=[N+]=[N-].[CH2:20]([OH:27])[C:21]1[CH:26]=[CH:25][CH:24]=[CH:23][CH:22]=1.[C:28]1([CH3:34])[CH:33]=[CH:32][CH:31]=C[CH:29]=1, predict the reaction product. The product is: [CH3:31][C:32]1([NH:12][C:7](=[O:9])[O:27][CH2:20][C:21]2[CH:26]=[CH:25][CH:24]=[CH:23][CH:22]=2)[CH2:33][C:28](=[CH2:29])[CH2:34]1.